From a dataset of Catalyst prediction with 721,799 reactions and 888 catalyst types from USPTO. Predict which catalyst facilitates the given reaction. (1) Reactant: [Cl:1][C:2]1[CH:3]=[CH:4][C:5]([N:17]2[CH:21]=[N:20][N:19]=[N:18]2)=[C:6]([CH:16]=1)[CH2:7][NH:8][C:9](=[O:15])[C@@H:10]1[CH2:14][CH2:13][CH2:12][NH:11]1.[OH:22][C@H:23]([C:27]([CH3:30])([CH3:29])[CH3:28])[C:24](O)=[O:25]. Product: [Cl:1][C:2]1[CH:3]=[CH:4][C:5]([N:17]2[CH:21]=[N:20][N:19]=[N:18]2)=[C:6]([CH:16]=1)[CH2:7][NH:8][C:9](=[O:15])[C@@H:10]1[CH2:14][CH2:13][CH2:12][N:11]1[C:24](=[O:25])[C@H:23]([OH:22])[C:27]([CH3:30])([CH3:29])[CH3:28]. The catalyst class is: 344. (2) Reactant: [S:1]([O:21][CH2:22][CH3:23])([O:3][CH2:4][C:5]([O:14][CH2:15][CH2:16][CH2:17][CH2:18][CH2:19][CH3:20])([O:7][CH2:8][CH2:9][CH2:10][CH2:11][CH2:12][CH3:13])[CH3:6])=[O:2].[OH2:24]. Product: [S:1]([O:21][CH2:22][CH3:23])([O:3][CH2:4][C:5]([O:14][CH2:15][CH2:16][CH2:17][CH2:18][CH2:19][CH3:20])([O:7][CH2:8][CH2:9][CH2:10][CH2:11][CH2:12][CH3:13])[CH3:6])(=[O:24])=[O:2]. The catalyst class is: 496. (3) Reactant: [CH2:1]([O:8][C:9]([N:11]1[C@@H:15]([C:16]2[CH:21]=[CH:20][N:19]=[CH:18][CH:17]=2)[CH2:14][CH2:13][C@H:12]1[C:22]([OH:24])=O)=[O:10])[C:2]1[CH:7]=[CH:6][CH:5]=[CH:4][CH:3]=1.CN(C(ON1N=NC2[CH:36]=[CH:37][CH:38]=[N:39]C1=2)=[N+](C)C)C.F[P-](F)(F)(F)(F)F.CCN(C(C)C)C(C)C.[NH2:58][C:59]1[S:60][CH:61]=[C:62]([C:64]2[CH:69]=[CH:68][C:67]([C:70](=[O:72])C)=[CH:66][CH:65]=2)[N:63]=1. Product: [CH2:1]([O:8][C:9]([N:11]1[C@@H:15]([C:16]2[CH:21]=[CH:20][N:19]=[CH:18][CH:17]=2)[CH2:14][CH2:13][C@H:12]1[C:22](=[O:24])[NH:58][C:59]1[S:60][CH:61]=[C:62]([C:64]2[CH:65]=[CH:66][C:67]([C:70](=[O:72])[NH:39][CH:38]3[CH2:36][CH2:37]3)=[CH:68][CH:69]=2)[N:63]=1)=[O:10])[C:2]1[CH:3]=[CH:4][CH:5]=[CH:6][CH:7]=1. The catalyst class is: 3. (4) Reactant: [O:1]=[C:2]1[C:7]([C:14]2[CH:19]=[CH:18][CH:17]=[CH:16][CH:15]=2)([C:8]2[CH:13]=[CH:12][CH:11]=[CH:10][CH:9]=2)[CH2:6][CH2:5][CH2:4][N:3]1[CH2:20][C:21]([O:23]CC)=[O:22].[OH-].[Li+]. Product: [O:1]=[C:2]1[C:7]([C:14]2[CH:15]=[CH:16][CH:17]=[CH:18][CH:19]=2)([C:8]2[CH:13]=[CH:12][CH:11]=[CH:10][CH:9]=2)[CH2:6][CH2:5][CH2:4][N:3]1[CH2:20][C:21]([OH:23])=[O:22]. The catalyst class is: 40. (5) Reactant: [CH3:1][C:2]1[C:7]([OH:8])=[CH:6][CH:5]=[CH:4][N:3]=1.Br[CH2:10][C:11]([O:13][CH3:14])=[O:12].C(=O)([O-])[O-].[Cs+].[Cs+].O. The catalyst class is: 10. Product: [CH3:1][C:2]1[C:7]([O:8][CH2:10][C:11]([O:13][CH3:14])=[O:12])=[CH:6][CH:5]=[CH:4][N:3]=1. (6) Reactant: C[O:2][C:3]([CH:5]1[CH2:9][N:8]([C@@H:10]([CH2:14][CH3:15])[C:11]([NH2:13])=[O:12])[C:7](=[O:16])[CH2:6]1)=O.[BH4-].[Na+].[NH4+].[Cl-].CC(C)=O. Product: [OH:2][CH2:3][CH:5]1[CH2:9][N:8]([C@@H:10]([CH2:14][CH3:15])[C:11]([NH2:13])=[O:12])[C:7](=[O:16])[CH2:6]1. The catalyst class is: 271. (7) Reactant: [NH3:1].[C:2]([N:5]1[CH2:10][CH2:9][CH2:8][CH2:7][C:6]1=O)(=[O:4])[CH3:3]. Product: [NH3:5].[C:2]([N:5]1[CH2:10][CH2:9][CH:8]([NH2:1])[CH2:7][CH2:6]1)(=[O:4])[CH3:3]. The catalyst class is: 293. (8) Reactant: [F:1][C:2]1[CH:3]=[CH:4][C:5]([O:22][CH3:23])=[C:6]([C:8]2[CH:17]=[CH:16][C:15]([N+:18]([O-])=O)=[C:14]3[C:9]=2[CH2:10][CH2:11][N:12]([CH3:21])[CH2:13]3)[CH:7]=1.C.O.NN. Product: [F:1][C:2]1[CH:3]=[CH:4][C:5]([O:22][CH3:23])=[C:6]([C:8]2[CH:17]=[CH:16][C:15]([NH2:18])=[C:14]3[C:9]=2[CH2:10][CH2:11][N:12]([CH3:21])[CH2:13]3)[CH:7]=1. The catalyst class is: 5.